This data is from Forward reaction prediction with 1.9M reactions from USPTO patents (1976-2016). The task is: Predict the product of the given reaction. (1) Given the reactants [C:1]([O:5][C:6](=[O:33])[N:7]([C@@H:21]([C:23]1[C:32]2[C:27](=[CH:28][CH:29]=[CH:30][CH:31]=2)[CH:26]=[CH:25][CH:24]=1)[CH3:22])[CH2:8][CH:9]1[CH2:14][CH2:13][NH:12][CH2:11][CH:10]1[C:15]1[CH:20]=[CH:19][CH:18]=[CH:17][CH:16]=1)([CH3:4])([CH3:3])[CH3:2].C(N(CC)CC)C.[CH3:41][C:42]1([CH3:50])[CH2:48][C:47](=[O:49])[O:46][C:44](=[O:45])[CH2:43]1.C(=O)([O-])O.[Na+], predict the reaction product. The product is: [C:1]([O:5][C:6]([N:7]([CH2:8][CH:9]1[CH2:14][CH2:13][N:12]([C:47](=[O:49])[CH2:48][C:42]([CH3:50])([CH3:41])[CH2:43][C:44]([OH:46])=[O:45])[CH2:11][CH:10]1[C:15]1[CH:16]=[CH:17][CH:18]=[CH:19][CH:20]=1)[C@@H:21]([C:23]1[C:32]2[C:27](=[CH:28][CH:29]=[CH:30][CH:31]=2)[CH:26]=[CH:25][CH:24]=1)[CH3:22])=[O:33])([CH3:2])([CH3:3])[CH3:4]. (2) Given the reactants C([C@](O)(C(C)=C)C(O)=O)C.[CH2:11]([N:13]([CH2:29][CH3:30])[C:14]([C:16]1([CH2:27][CH3:28])[C:24]2[CH:23]=CNC(=O)[C:19]=2C(=O)[O:17]1)=[O:15])[CH3:12].C(N(C(C)C)C(C)C)C.S(Cl)(Cl)=O.C(NCC)C, predict the reaction product. The product is: [CH2:29]([N:13]([CH2:11][CH3:12])[C:14](=[O:15])[C@@:16]([CH2:27][CH3:28])([OH:17])[C:24]([CH3:23])=[CH2:19])[CH3:30]. (3) Given the reactants [CH2:1]([N:3]([CH2:19][CH3:20])[CH2:4][CH2:5][CH2:6][O:7][C:8]1[C:13]([N+:14]([O-:16])=[O:15])=[C:12](F)[CH:11]=[C:10]([F:18])[CH:9]=1)[CH3:2].C(N(CC)CC)C.[CH2:28]([NH2:32])[CH2:29][CH2:30][CH3:31], predict the reaction product. The product is: [CH2:28]([NH:32][C:12]1[CH:11]=[C:10]([F:18])[CH:9]=[C:8]([O:7][CH2:6][CH2:5][CH2:4][N:3]([CH2:19][CH3:20])[CH2:1][CH3:2])[C:13]=1[N+:14]([O-:16])=[O:15])[CH2:29][CH2:30][CH3:31]. (4) Given the reactants CCN(C(C)C)C(C)C.[CH3:10][O:11][C:12]1[CH:13]=[CH:14][CH:15]=[C:16]2[C:21]=1[O:20][C:19](=[O:22])[C:18]([C:23]([OH:25])=O)=[CH:17]2.CN(C(ON1N=NC2C=CC=NC1=2)=[N+](C)C)C.F[P-](F)(F)(F)(F)F.[CH2:50]([O:52][C:53]1[CH:58]=[CH:57][C:56]([C:59]2[CH:64]=[CH:63][CH:62]=[C:61]([NH2:65])[CH:60]=2)=[CH:55][C:54]=1[CH3:66])[CH3:51], predict the reaction product. The product is: [CH2:50]([O:52][C:53]1[CH:58]=[CH:57][C:56]([C:59]2[CH:64]=[CH:63][CH:62]=[C:61]([NH:65][C:23]([C:18]3[C:19](=[O:22])[O:20][C:21]4[C:16]([CH:17]=3)=[CH:15][CH:14]=[CH:13][C:12]=4[O:11][CH3:10])=[O:25])[CH:60]=2)=[CH:55][C:54]=1[CH3:66])[CH3:51]. (5) Given the reactants [CH3:1][C:2]1[C:3]([C:8]([OH:10])=O)=[N:4][CH:5]=[CH:6][CH:7]=1.F[P-](F)(F)(F)(F)F.N1(OC(N(C)C)=[N+](C)C)C2N=CC=CC=2N=N1.[NH:35]1[C:43]2[C:38](=[C:39]([C:44]3[CH:45]=[C:46]([NH2:59])[C:47]4[C:51]([CH:52]=3)=[N:50][N:49](C3CCCCO3)[CH:48]=4)[CH:40]=[CH:41][CH:42]=2)[CH:37]=[CH:36]1, predict the reaction product. The product is: [NH:35]1[C:43]2[C:38](=[C:39]([C:44]3[CH:52]=[C:51]4[C:47]([CH:48]=[N:49][NH:50]4)=[C:46]([NH:59][C:8]([C:3]4[C:2]([CH3:1])=[CH:7][CH:6]=[CH:5][N:4]=4)=[O:10])[CH:45]=3)[CH:40]=[CH:41][CH:42]=2)[CH:37]=[CH:36]1. (6) The product is: [CH:1]([C:3]1[O:4][C:5]([C:12]2[CH:13]=[C:14]3[C:19](=[CH:20][CH:21]=2)[N:18]=[C:17]([C:22]2[CH:27]=[CH:26][CH:25]=[C:24]([O:28][CH3:29])[CH:23]=2)[N:16]([CH2:30][C:31]([NH:33][CH:34]([CH3:35])[CH3:36])=[O:32])[C:15]3=[O:37])=[CH:6][CH:7]=1)=[O:2]. Given the reactants [CH:1]([C:3]1[O:4][C:5](B(O)O)=[CH:6][CH:7]=1)=[O:2].I[C:12]1[CH:13]=[C:14]2[C:19](=[CH:20][CH:21]=1)[N:18]=[C:17]([C:22]1[CH:27]=[CH:26][CH:25]=[C:24]([O:28][CH3:29])[CH:23]=1)[N:16]([CH2:30][C:31]([NH:33][CH:34]([CH3:36])[CH3:35])=[O:32])[C:15]2=[O:37], predict the reaction product.